This data is from Reaction yield outcomes from USPTO patents with 853,638 reactions. The task is: Predict the reaction yield, written as a fraction of the theoretical maximum amount of product (1.0 means a 100% yield; for example, 0.34 means a 34% yield). (1) The reactants are F[C:2]1[C:7]([C:8]2[N:16]=[CH:15][N:14]=[C:13]3[C:9]=2[N:10]=[CH:11][N:12]3[CH:17]2[CH2:22][CH2:21][CH2:20][CH2:19][O:18]2)=[CH:6][CH:5]=[CH:4][N:3]=1.[NH2:23][C:24]1[CH:25]=[N:26][C:27]([O:30][CH3:31])=[CH:28][CH:29]=1.[Li+].C[Si]([N-][Si](C)(C)C)(C)C. The catalyst is C1COCC1. The product is [CH3:31][O:30][C:27]1[N:26]=[CH:25][C:24]([NH:23][C:2]2[C:7]([C:8]3[N:16]=[CH:15][N:14]=[C:13]4[C:9]=3[N:10]=[CH:11][N:12]4[CH:17]3[CH2:22][CH2:21][CH2:20][CH2:19][O:18]3)=[CH:6][CH:5]=[CH:4][N:3]=2)=[CH:29][CH:28]=1. The yield is 0.717. (2) The reactants are [F:1][C:2]([F:29])([F:28])[O:3][C:4]1[CH:9]=[CH:8][C:7]([N:10]2[CH:14]=[N:13][C:12]([C:15]3[CH:20]=[CH:19][C:18]([CH2:21][CH2:22]C(N=[N+]=[N-])=O)=[CH:17][CH:16]=3)=[N:11]2)=[CH:6][CH:5]=1.C(=O)([O-])[O-].[Cs+].[Cs+].[CH:36]([C:39]1[CH:44]=[CH:43][CH:42]=[CH:41][C:40]=1[NH:45][C:46]([NH2:48])=[S:47])([CH3:38])[CH3:37].NC([NH:52][C:53](N)=[O:54])=S.[C:56]([O-])(=[O:58])[CH3:57].[Na+].BrCC(OC)=O. The yield is 0.620. The product is [CH:36]([C:39]1[CH:44]=[CH:43][CH:42]=[CH:41][C:40]=1[N:45]1[C:56](=[O:58])[CH2:57][S:47]/[C:46]/1=[N:48]\[C:53]([NH:52][CH2:22][CH2:21][C:18]1[CH:19]=[CH:20][C:15]([C:12]2[N:13]=[CH:14][N:10]([C:7]3[CH:6]=[CH:5][C:4]([O:3][C:2]([F:29])([F:28])[F:1])=[CH:9][CH:8]=3)[N:11]=2)=[CH:16][CH:17]=1)=[O:54])([CH3:38])[CH3:37]. The catalyst is C(#N)C.C(O)C.C(OCC)(=O)C.